This data is from Peptide-MHC class I binding affinity with 185,985 pairs from IEDB/IMGT. The task is: Regression. Given a peptide amino acid sequence and an MHC pseudo amino acid sequence, predict their binding affinity value. This is MHC class I binding data. (1) The peptide sequence is SELPQWLSANR. The MHC is HLA-A24:02 with pseudo-sequence HLA-A24:02. The binding affinity (normalized) is 0.273. (2) The peptide sequence is SLMSRVVYK. The MHC is HLA-A31:01 with pseudo-sequence HLA-A31:01. The binding affinity (normalized) is 0.872. (3) The peptide sequence is MPGGYCLERW. The MHC is Mamu-B17 with pseudo-sequence Mamu-B17. The binding affinity (normalized) is 0.644.